From a dataset of Peptide-MHC class I binding affinity with 185,985 pairs from IEDB/IMGT. Regression. Given a peptide amino acid sequence and an MHC pseudo amino acid sequence, predict their binding affinity value. This is MHC class I binding data. (1) The peptide sequence is KVGKNVYLPP. The MHC is Mamu-A2201 with pseudo-sequence Mamu-A2201. The binding affinity (normalized) is 0. (2) The peptide sequence is NPKLRNCRI. The MHC is HLA-A02:03 with pseudo-sequence HLA-A02:03. The binding affinity (normalized) is 0.0847. (3) The MHC is HLA-B54:01 with pseudo-sequence HLA-B54:01. The peptide sequence is QAKWRLQTL. The binding affinity (normalized) is 0.0444. (4) The peptide sequence is TVYVYSRVK. The MHC is HLA-A31:01 with pseudo-sequence HLA-A31:01. The binding affinity (normalized) is 0.386. (5) The MHC is HLA-A11:01 with pseudo-sequence HLA-A11:01. The binding affinity (normalized) is 0.149. The peptide sequence is AYAKAAAAF. (6) The peptide sequence is ERNEQGQTL. The MHC is HLA-A11:01 with pseudo-sequence HLA-A11:01. The binding affinity (normalized) is 0.0847.